Dataset: HIV replication inhibition screening data with 41,000+ compounds from the AIDS Antiviral Screen. Task: Binary Classification. Given a drug SMILES string, predict its activity (active/inactive) in a high-throughput screening assay against a specified biological target. (1) The compound is Cc1cn(C2CN(O)CC(CO)O2)c(=O)[nH]c1=O. The result is 0 (inactive). (2) The drug is CC1=C2NCN(C)N=C2C(C#N)(C#N)C1(C#N)C#N. The result is 0 (inactive). (3) The drug is O=C(Cc1nc2ccc(C(=O)c3ccccc3)cc2nc1O)C(=O)Nc1ccccc1[N+](=O)[O-]. The result is 0 (inactive). (4) The drug is CCN1C(=O)C(=CNc2ccccc2)SC1=NNc1ncc(CC(=O)Nc2ccccc2C)s1. The result is 0 (inactive). (5) The drug is COc1nc(O)cc(NC2OC(CO)C(O)C(O)C2O)n1. The result is 0 (inactive). (6) The drug is CC1=NN(C(=O)Cc2ccccc2)C(=O)C1=Cc1ccccc1O. The result is 0 (inactive). (7) The drug is O=C(O)CN1C=C(C(=O)c2cc3ccccc3n2S(=O)(=O)c2ccccc2)CCC1. The result is 0 (inactive).